From a dataset of Forward reaction prediction with 1.9M reactions from USPTO patents (1976-2016). Predict the product of the given reaction. (1) Given the reactants [N+:1]([C:4]1[CH:5]=[N:6][C:7]2[C:12]([C:13]=1[NH:14][CH2:15][CH2:16][O:17][C:18]1[CH:23]=[CH:22][CH:21]=[CH:20][CH:19]=1)=[CH:11][CH:10]=[CH:9][CH:8]=2)([O-])=O, predict the reaction product. The product is: [O:17]([CH2:16][CH2:15][NH:14][C:13]1[C:12]2[C:7](=[CH:8][CH:9]=[CH:10][CH:11]=2)[N:6]=[CH:5][C:4]=1[NH2:1])[C:18]1[CH:23]=[CH:22][CH:21]=[CH:20][CH:19]=1. (2) Given the reactants [CH2:1]([NH:8][C:9]1[CH:28]=[CH:27][C:12]([O:13][C:14]2[C:23]3[C:18](=[CH:19][C:20]([OH:26])=[C:21]([O:24][CH3:25])[CH:22]=3)[N:17]=[CH:16][CH:15]=2)=[CH:11][CH:10]=1)[C:2]1[CH:7]=[CH:6][CH:5]=[CH:4][CH:3]=1.[CH:29]1([O:34][C:35](=[O:48])[C@@H:36]([NH:40][C:41]([O:43][C:44]([CH3:47])([CH3:46])[CH3:45])=[O:42])[CH2:37][CH2:38]Br)[CH2:33][CH2:32][CH2:31][CH2:30]1.C(=O)([O-])[O-].[K+].[K+], predict the reaction product. The product is: [CH:29]1([O:34][C:35](=[O:48])[C@@H:36]([NH:40][C:41]([O:43][C:44]([CH3:47])([CH3:46])[CH3:45])=[O:42])[CH2:37][CH2:38][O:26][C:20]2[CH:19]=[C:18]3[C:23]([C:14]([O:13][C:12]4[CH:27]=[CH:28][C:9]([NH:8][CH2:1][C:2]5[CH:3]=[CH:4][CH:5]=[CH:6][CH:7]=5)=[CH:10][CH:11]=4)=[CH:15][CH:16]=[N:17]3)=[CH:22][C:21]=2[O:24][CH3:25])[CH2:30][CH2:31][CH2:32][CH2:33]1. (3) Given the reactants [N+:1]([CH:4]=[CH:5][C:6]1[CH:7]=[C:8]([C:16]([O:18][CH3:19])=[O:17])[CH:9]=[C:10]([CH:15]=1)[C:11]([O:13][CH3:14])=[O:12])([O-])=O.[ClH:20], predict the reaction product. The product is: [ClH:20].[NH2:1][CH2:4][CH2:5][C:6]1[CH:15]=[C:10]([C:11]([O:13][CH3:14])=[O:12])[CH:9]=[C:8]([CH:7]=1)[C:16]([O:18][CH3:19])=[O:17]. (4) Given the reactants [CH2:1]([C:3]1[CH:4]=[C:5]([OH:26])[CH:6]=[C:7]([CH3:25])[C:8]=1[O:9][CH2:10][CH2:11][CH2:12][CH2:13][O:14][C:15]1[CH:20]=[CH:19][C:18]([C:21]([F:24])([F:23])[F:22])=[CH:17][N:16]=1)[CH3:2].C(=O)([O-])[O-].[K+].[K+].[Cl:33][C:34]([Cl:38])=[CH:35][CH2:36]Cl, predict the reaction product. The product is: [CH2:1]([C:3]1[CH:4]=[C:5]([O:26][CH2:36][CH:35]=[C:34]([Cl:38])[Cl:33])[CH:6]=[C:7]([CH3:25])[C:8]=1[O:9][CH2:10][CH2:11][CH2:12][CH2:13][O:14][C:15]1[CH:20]=[CH:19][C:18]([C:21]([F:22])([F:23])[F:24])=[CH:17][N:16]=1)[CH3:2]. (5) Given the reactants [F:1][C:2]1[CH:9]=[CH:8][CH:7]=[C:6]([C:10]([F:13])([F:12])[F:11])[C:3]=1[CH2:4]Br.[CH2:14]([N:21]1[C:29]2[C:24](=[CH:25][CH:26]=[C:27]([CH2:30][C:31]([OH:33])=[O:32])[CH:28]=2)[CH:23]=[CH:22]1)[C:15]1[CH:20]=[CH:19][CH:18]=[CH:17][CH:16]=1, predict the reaction product. The product is: [F:1][C:2]1[CH:9]=[CH:8][CH:7]=[C:6]([C:10]([F:13])([F:12])[F:11])[C:3]=1[CH2:4][N:21]1[C:29]2[C:24](=[CH:25][CH:26]=[C:27]([CH2:30][C:31]([OH:33])=[O:32])[CH:28]=2)[CH:23]=[CH:22]1.[CH2:14]([N:21]1[C:29]2[C:24](=[CH:25][CH:26]=[C:27]([CH2:30][C:31]([OH:33])=[O:32])[CH:28]=2)[CH:23]=[CH:22]1)[C:15]1[CH:16]=[CH:17][CH:18]=[CH:19][CH:20]=1. (6) Given the reactants [OH:1][C:2]1[CH:3]=[C:4]2[C:9](=[CH:10][CH:11]=1)[CH:8]=[C:7](C(O)=O)[CH:6]=[CH:5]2.C([N:17]([CH2:20]C)CC)C.C1C=CC(P(N=[N+]=[N-])(C2C=CC=CC=2)=[O:29])=CC=1.[CH2:39]([OH:41])[CH3:40], predict the reaction product. The product is: [CH2:39]([O:41][C:20](=[O:29])[NH:17][C:7]1[CH:6]=[CH:5][C:4]2[C:9](=[CH:10][CH:11]=[C:2]([OH:1])[CH:3]=2)[CH:8]=1)[CH3:40].